This data is from Forward reaction prediction with 1.9M reactions from USPTO patents (1976-2016). The task is: Predict the product of the given reaction. (1) Given the reactants [CH3:1][S:2]([NH:5][C:6]1[CH:21]=[CH:20][C:9]2[NH:10][C:11]([CH2:16][C:17]([OH:19])=O)=[N:12][S:13](=[O:15])(=[O:14])[C:8]=2[CH:7]=1)(=[O:4])=[O:3].[CH2:22]([O:24][C:25]([C@H:27]1[C@@H:32]([NH:33][CH2:34][CH2:35][CH:36]([CH3:38])[CH3:37])[C@H:31]2[CH2:39][C@@H:28]1[CH2:29][CH2:30]2)=[O:26])[CH3:23].Cl.CN(C)CCCN=C=NCC.CN1CCOCC1.Cl, predict the reaction product. The product is: [CH2:22]([O:24][C:25]([C@H:27]1[C@@H:32]([N:33]([C:17](=[O:19])[CH2:16][C:11]2[NH:10][C:9]3[CH:20]=[CH:21][C:6]([NH:5][S:2]([CH3:1])(=[O:3])=[O:4])=[CH:7][C:8]=3[S:13](=[O:14])(=[O:15])[N:12]=2)[CH2:34][CH2:35][CH:36]([CH3:38])[CH3:37])[C@H:31]2[CH2:39][C@@H:28]1[CH2:29][CH2:30]2)=[O:26])[CH3:23]. (2) The product is: [NH2:1][C:2]1[C:18]([CH3:19])=[CH:17][C:16]([C:20]#[N:21])=[CH:15][C:3]=1[C:4]([NH:23][CH3:22])=[O:6]. Given the reactants [NH2:1][C:2]1[C:18]([CH3:19])=[CH:17][C:16]([C:20]#[N:21])=[CH:15][C:3]=1[C:4]([O:6]CC(CC)CCCC)=O.[CH3:22][NH2:23], predict the reaction product.